From a dataset of Reaction yield outcomes from USPTO patents with 853,638 reactions. Predict the reaction yield, written as a fraction of the theoretical maximum amount of product (1.0 means a 100% yield; for example, 0.34 means a 34% yield). The reactants are [Br:1][C:2]1[C:3](F)=[C:4]2[C:10]([NH:11][C:12]([C@@H:14]3[CH2:16][C@H:15]3[C:17]3[CH:22]=[CH:21][CH:20]=[CH:19][CH:18]=3)=[O:13])=[CH:9][NH:8][C:5]2=[N:6][CH:7]=1.[NH:24]1[CH2:29][CH2:28][CH2:27][C@@H:26]([NH:30][C:31](=[O:37])[O:32][C:33]([CH3:36])([CH3:35])[CH3:34])[CH2:25]1. The catalyst is C(O)(CC)C. The product is [Br:1][C:2]1[C:3]([N:24]2[CH2:29][CH2:28][CH2:27][C@@H:26]([NH:30][C:31](=[O:37])[O:32][C:33]([CH3:35])([CH3:34])[CH3:36])[CH2:25]2)=[C:4]2[C:10]([NH:11][C:12]([C@@H:14]3[CH2:16][C@H:15]3[C:17]3[CH:22]=[CH:21][CH:20]=[CH:19][CH:18]=3)=[O:13])=[CH:9][NH:8][C:5]2=[N:6][CH:7]=1. The yield is 0.485.